From a dataset of Full USPTO retrosynthesis dataset with 1.9M reactions from patents (1976-2016). Predict the reactants needed to synthesize the given product. (1) Given the product [CH2:14]([O:13][C:3]1[C:2]([Br:1])=[CH:7][CH:6]=[CH:5][C:4]=1[CH2:8][C:9]([O:11][CH3:12])=[O:10])[C:15]1[CH:20]=[CH:19][CH:18]=[CH:17][CH:16]=1, predict the reactants needed to synthesize it. The reactants are: [Br:1][C:2]1[C:3]([OH:13])=[C:4]([CH2:8][C:9]([O:11][CH3:12])=[O:10])[CH:5]=[CH:6][CH:7]=1.[CH2:14](Br)[C:15]1[CH:20]=[CH:19][CH:18]=[CH:17][CH:16]=1.C(=O)([O-])[O-].[K+].[K+]. (2) The reactants are: [CH:1]1([C:4]2[C:9]([C:10]([O:12]CC)=[O:11])=[CH:8][N:7]=[C:6]([O:15][CH3:16])[N:5]=2)[CH2:3][CH2:2]1.[OH-].[Na+]. Given the product [CH:1]1([C:4]2[C:9]([C:10]([OH:12])=[O:11])=[CH:8][N:7]=[C:6]([O:15][CH3:16])[N:5]=2)[CH2:2][CH2:3]1, predict the reactants needed to synthesize it. (3) Given the product [S:1]1[C:5]([C:6]2[C:11]([C:29]3[CH:34]=[CH:33][CH:32]=[CH:31][CH:30]=3)=[CH:10][N:9]=[C:8]([NH:13][CH2:14][CH2:15][N:16]3[C:20]([CH3:22])([CH3:21])[C:19](=[O:23])[NH:18][C:17]3=[O:24])[N:7]=2)=[CH:4][C:3]2[CH:25]=[CH:26][CH:27]=[CH:28][C:2]1=2, predict the reactants needed to synthesize it. The reactants are: [S:1]1[C:5]([C:6]2[C:11](Br)=[CH:10][N:9]=[C:8]([NH:13][CH2:14][CH2:15][N:16]3[C:20]([CH3:22])([CH3:21])[C:19](=[O:23])[NH:18][C:17]3=[O:24])[N:7]=2)=[CH:4][C:3]2[CH:25]=[CH:26][CH:27]=[CH:28][C:2]1=2.[C:29]1(B(O)O)[CH:34]=[CH:33][CH:32]=[CH:31][CH:30]=1.C(=O)([O-])[O-].[Na+].[Na+].O1CCOCC1.